Dataset: Catalyst prediction with 721,799 reactions and 888 catalyst types from USPTO. Task: Predict which catalyst facilitates the given reaction. (1) Reactant: [N+:1]([C:4]1[CH:9]=[CH:8][C:7]([N:10]2[CH2:15][CH2:14][N:13]([CH:16]3[CH2:21][CH2:20][O:19][CH2:18][CH2:17]3)[CH2:12][CH2:11]2)=[CH:6][CH:5]=1)([O-])=O.C(O)C. Product: [O:19]1[CH2:18][CH2:17][CH:16]([N:13]2[CH2:14][CH2:15][N:10]([C:7]3[CH:8]=[CH:9][C:4]([NH2:1])=[CH:5][CH:6]=3)[CH2:11][CH2:12]2)[CH2:21][CH2:20]1. The catalyst class is: 304. (2) Reactant: Br[C:2]1[CH:11]=[CH:10][C:5]([C:6]([O:8][CH3:9])=[O:7])=[C:4]([OH:12])[CH:3]=1.[CH2:13](C([Sn])=C(CCCC)CCCC)[CH2:14]CC.[Cl-].[Li+].[F-].[K+]. Product: [OH:12][C:4]1[CH:3]=[C:2]([CH:13]=[CH2:14])[CH:11]=[CH:10][C:5]=1[C:6]([O:8][CH3:9])=[O:7]. The catalyst class is: 233. (3) Reactant: [Br:1][C:2]1[CH:3]=[C:4]([C:8]([CH3:15])([CH3:14])[C:9](OCC)=[O:10])[CH:5]=[N:6][CH:7]=1.[BH4-].[Li+]. Product: [Br:1][C:2]1[CH:3]=[C:4]([C:8]([CH3:15])([CH3:14])[CH2:9][OH:10])[CH:5]=[N:6][CH:7]=1. The catalyst class is: 8. (4) Reactant: [NH2:1][C:2]1[CH:7]=[CH:6][CH:5]=[CH:4][C:3]=1[NH:8][C:9](=[O:31])[C:10]1[CH:15]=[CH:14][C:13]([CH:16]=[CH:17][C:18]2[N:23]=[C:22]([NH2:24])[N:21]=[C:20]([N:25]3[CH2:30][CH2:29][CH2:28][CH2:27][CH2:26]3)[N:19]=2)=[CH:12][CH:11]=1. Product: [NH2:1][C:2]1[CH:7]=[CH:6][CH:5]=[CH:4][C:3]=1[NH:8][C:9](=[O:31])[C:10]1[CH:15]=[CH:14][C:13]([CH2:16][CH2:17][C:18]2[N:23]=[C:22]([NH2:24])[N:21]=[C:20]([N:25]3[CH2:26][CH2:27][CH2:28][CH2:29][CH2:30]3)[N:19]=2)=[CH:12][CH:11]=1. The catalyst class is: 19. (5) Reactant: [Cl:1][C:2]1[CH:23]=[C:22]([Cl:24])[CH:21]=[CH:20][C:3]=1[CH2:4][O:5][C:6]1[CH:11]=[C:10]([O:12][CH:13]([CH3:15])[CH3:14])[CH:9]=[CH:8][C:7]=1[CH2:16][CH2:17][CH2:18][OH:19].[CH2:25]([N:27]1[C:31]([CH2:32][CH2:33][C:34]([O:36]CC)=[O:35])=[CH:30][C:29](O)=[N:28]1)[CH3:26].C(P(CCCC)CCCC)CCC.N(C(N1CCCCC1)=O)=NC(N1CCCCC1)=O.O1CCCC1CO.[OH-].[Na+].Cl. Product: [Cl:1][C:2]1[CH:23]=[C:22]([Cl:24])[CH:21]=[CH:20][C:3]=1[CH2:4][O:5][C:6]1[CH:11]=[C:10]([O:12][CH:13]([CH3:14])[CH3:15])[CH:9]=[CH:8][C:7]=1[CH2:16][CH2:17][CH2:18][O:19][C:29]1[CH:30]=[C:31]([CH2:32][CH2:33][C:34]([OH:36])=[O:35])[N:27]([CH2:25][CH3:26])[N:28]=1. The catalyst class is: 7.